Dataset: Forward reaction prediction with 1.9M reactions from USPTO patents (1976-2016). Task: Predict the product of the given reaction. Given the reactants [H-].[Na+].[C:3]([O:7][C:8]([N:10]1[CH2:15][CH2:14][CH:13]([OH:16])[CH2:12][CH2:11]1)=[O:9])([CH3:6])([CH3:5])[CH3:4].Cl[C:18]1[C:23]([CH3:24])=[CH:22][C:21]([N+:25]([O-:27])=[O:26])=[CH:20][N:19]=1, predict the reaction product. The product is: [C:3]([O:7][C:8]([N:10]1[CH2:15][CH2:14][CH:13]([O:16][C:18]2[C:23]([CH3:24])=[CH:22][C:21]([N+:25]([O-:27])=[O:26])=[CH:20][N:19]=2)[CH2:12][CH2:11]1)=[O:9])([CH3:6])([CH3:4])[CH3:5].